From a dataset of Forward reaction prediction with 1.9M reactions from USPTO patents (1976-2016). Predict the product of the given reaction. (1) Given the reactants Cl[C:2]1[C:7]([F:8])=[C:6]([O:9][CH2:10][C:11]#[C:12][CH3:13])[N:5]=[CH:4][N:3]=1.C(=O)([O-])[O-].[K+].[K+].[F:20][C:21]1[C:26]([F:27])=[CH:25][CH:24]=[CH:23][C:22]=1[OH:28].[Cl-].[NH4+], predict the reaction product. The product is: [CH2:10]([O:9][C:6]1[C:7]([F:8])=[C:2]([O:28][C:22]2[CH:23]=[CH:24][CH:25]=[C:26]([F:27])[C:21]=2[F:20])[N:3]=[CH:4][N:5]=1)[C:11]#[C:12][CH3:13]. (2) Given the reactants [OH:1][C:2]1([C:5]([OH:7])=O)[CH2:4][CH2:3]1.[Cl:8][C:9]1[CH:10]=[C:11]([NH:23][C:24]2[C:33]3[C:28](=[CH:29][CH:30]=[CH:31][C:32]=3[O:34][CH2:35][C@H:36]3[CH2:40][CH2:39][CH2:38][NH:37]3)[N:27]=[CH:26][N:25]=2)[CH:12]=[CH:13][C:14]=1[O:15][CH2:16][C:17]1[CH:22]=[CH:21][CH:20]=[CH:19][N:18]=1, predict the reaction product. The product is: [Cl:8][C:9]1[CH:10]=[C:11]([NH:23][C:24]2[C:33]3[C:28](=[CH:29][CH:30]=[CH:31][C:32]=3[O:34][CH2:35][C@H:36]3[CH2:40][CH2:39][CH2:38][N:37]3[C:5]([C:2]3([OH:1])[CH2:4][CH2:3]3)=[O:7])[N:27]=[CH:26][N:25]=2)[CH:12]=[CH:13][C:14]=1[O:15][CH2:16][C:17]1[CH:22]=[CH:21][CH:20]=[CH:19][N:18]=1. (3) Given the reactants [F:1][C:2]1[CH:7]=[CH:6][CH:5]=[CH:4][C:3]=1[N:8]1[C:12]([C:13]2[N:14]=[CH:15][N:16]([C:18]3[CH:26]=[CH:25][C:21]([C:22](O)=[O:23])=[CH:20][N:19]=3)[CH:17]=2)=[C:11]([CH3:27])[N:10]=[N:9]1.C([O-])(=O)C([O-])=O.[CH2:34]1[C:37]2([CH2:40][NH2+:39][CH2:38]2)[CH2:36][O:35]1.[CH2:34]1[C:37]2([CH2:40][NH2+:39][CH2:38]2)[CH2:36][O:35]1, predict the reaction product. The product is: [F:1][C:2]1[CH:7]=[CH:6][CH:5]=[CH:4][C:3]=1[N:8]1[C:12]([C:13]2[N:14]=[CH:15][N:16]([C:18]3[N:19]=[CH:20][C:21]([C:22]([N:39]4[CH2:40][C:37]5([CH2:34][O:35][CH2:36]5)[CH2:38]4)=[O:23])=[CH:25][CH:26]=3)[CH:17]=2)=[C:11]([CH3:27])[N:10]=[N:9]1. (4) Given the reactants [CH3:1][O:2][C:3]1[N:10]=[CH:9][C:8]([N:11]2[C:16]3[CH:17]=[C:18]([O:21][C@H:22]4[CH2:26][CH2:25][N:24]([C:27]([C@H:29]5[CH2:33][CH2:32][NH:31][CH2:30]5)=[O:28])[CH2:23]4)[CH:19]=[CH:20][C:15]=3[O:14][CH2:13][CH2:12]2)=[CH:7][C:4]=1[C:5]#[N:6].CCN(CC)CC.[C:41](Cl)(=[O:43])[CH3:42], predict the reaction product. The product is: [C:41]([N:31]1[CH2:32][CH2:33][C@H:29]([C:27]([N:24]2[CH2:25][CH2:26][C@H:22]([O:21][C:18]3[CH:19]=[CH:20][C:15]4[O:14][CH2:13][CH2:12][N:11]([C:8]5[CH:9]=[N:10][C:3]([O:2][CH3:1])=[C:4]([CH:7]=5)[C:5]#[N:6])[C:16]=4[CH:17]=3)[CH2:23]2)=[O:28])[CH2:30]1)(=[O:43])[CH3:42]. (5) Given the reactants C(OC([NH:11][CH:12]1[CH2:31][C:15]2([CH2:18][N:17]([C:19]3[CH:24]=[CH:23][CH:22]=[CH:21][C:20]=3/[CH:25]=[CH:26]/[C:27]([O:29][CH3:30])=[O:28])[CH2:16]2)[S:14](=[O:33])(=[O:32])[CH2:13]1)=O)C1C=CC=CC=1.I[Si](C)(C)C, predict the reaction product. The product is: [NH2:11][CH:12]1[CH2:31][C:15]2([CH2:18][N:17]([C:19]3[CH:24]=[CH:23][CH:22]=[CH:21][C:20]=3/[CH:25]=[CH:26]/[C:27]([O:29][CH3:30])=[O:28])[CH2:16]2)[S:14](=[O:32])(=[O:33])[CH2:13]1. (6) Given the reactants F[C:2]1[N:10]=[C:9]2[C:5]([N:6]=[CH:7][N:8]2[CH:11]([CH3:13])[CH3:12])=[C:4]([NH:14][CH2:15][C:16]2[CH:17]=[N:18][CH:19]=[CH:20][CH:21]=2)[N:3]=1.CCN(C(C)C)C(C)C.[NH2:31][C@H:32]([CH2:37][CH3:38])[CH:33]([OH:36])[CH2:34][CH3:35], predict the reaction product. The product is: [CH:11]([N:8]1[CH:7]=[N:6][C:5]2[C:9]1=[N:10][C:2]([NH:31][C@H:32]([CH2:37][CH3:38])[CH:33]([OH:36])[CH2:34][CH3:35])=[N:3][C:4]=2[NH:14][CH2:15][C:16]1[CH:17]=[N:18][CH:19]=[CH:20][CH:21]=1)([CH3:13])[CH3:12]. (7) Given the reactants [Cl:1][C:2]1[CH:7]=[CH:6][N:5]=[C:4]([CH3:8])[CH:3]=1.[CH3:9][O:10][C:11]1[CH:21]=[CH:20][C:14]([C:15](OCC)=[O:16])=[CH:13][CH:12]=1.C[Si]([N-][Si](C)(C)C)(C)C.[Li+], predict the reaction product. The product is: [Cl:1][C:2]1[CH:7]=[CH:6][N:5]=[C:4]([CH2:8][C:15]([C:14]2[CH:20]=[CH:21][C:11]([O:10][CH3:9])=[CH:12][CH:13]=2)=[O:16])[CH:3]=1.